From a dataset of NCI-60 drug combinations with 297,098 pairs across 59 cell lines. Regression. Given two drug SMILES strings and cell line genomic features, predict the synergy score measuring deviation from expected non-interaction effect. (1) Drug 1: C1C(C(OC1N2C=C(C(=O)NC2=O)F)CO)O. Drug 2: CC(C)NC(=O)C1=CC=C(C=C1)CNNC.Cl. Cell line: HT29. Synergy scores: CSS=28.3, Synergy_ZIP=-5.12, Synergy_Bliss=-3.12, Synergy_Loewe=-42.5, Synergy_HSA=-2.76. (2) Drug 1: CC12CCC3C(C1CCC2=O)CC(=C)C4=CC(=O)C=CC34C. Drug 2: C1=CC(=CC=C1CC(C(=O)O)N)N(CCCl)CCCl.Cl. Cell line: SF-539. Synergy scores: CSS=46.5, Synergy_ZIP=-1.69, Synergy_Bliss=2.51, Synergy_Loewe=-10.9, Synergy_HSA=2.11. (3) Drug 1: C1=NC2=C(N1)C(=S)N=C(N2)N. Drug 2: C1=NC2=C(N=C(N=C2N1C3C(C(C(O3)CO)O)F)Cl)N. Cell line: SK-OV-3. Synergy scores: CSS=37.7, Synergy_ZIP=-10.2, Synergy_Bliss=-8.32, Synergy_Loewe=-6.45, Synergy_HSA=-3.75. (4) Drug 1: C(CC(=O)O)C(=O)CN.Cl. Drug 2: C1C(C(OC1N2C=NC(=NC2=O)N)CO)O. Cell line: MALME-3M. Synergy scores: CSS=13.9, Synergy_ZIP=-3.13, Synergy_Bliss=-1.65, Synergy_Loewe=-0.752, Synergy_HSA=-0.721.